Dataset: Forward reaction prediction with 1.9M reactions from USPTO patents (1976-2016). Task: Predict the product of the given reaction. (1) Given the reactants [C:1](=[NH:14])([C:8]1[CH:13]=[CH:12][CH:11]=[CH:10][CH:9]=1)[C:2]1[CH:7]=[CH:6][CH:5]=[CH:4][CH:3]=1.Br[C:16]1[CH:17]=[C:18]([CH:25]=[CH:26][N:27]=1)[C:19]([N:21]([O:23][CH3:24])[CH3:22])=[O:20].C(P(C(C)(C)C)C1C=CC=CC=1C1C(C(C)C)=CC(C(C)C)=CC=1C(C)C)(C)(C)C.CC(C)([O-])C.[Na+], predict the reaction product. The product is: [C:2]1([C:1](=[N:14][C:16]2[CH:17]=[C:18]([CH:25]=[CH:26][N:27]=2)[C:19]([N:21]([O:23][CH3:24])[CH3:22])=[O:20])[C:8]2[CH:9]=[CH:10][CH:11]=[CH:12][CH:13]=2)[CH:7]=[CH:6][CH:5]=[CH:4][CH:3]=1. (2) Given the reactants [C:1]([O:5][C:6]([N:8]1[CH2:13][CH2:12][C:11](=O)[CH2:10][CH2:9]1)=[O:7])([CH3:4])([CH3:3])[CH3:2].[C:15]([O:19][C:20](=[O:23])[NH:21][NH2:22])([CH3:18])([CH3:17])[CH3:16], predict the reaction product. The product is: [C:1]([O:5][C:6]([N:8]1[CH2:13][CH2:12][C:11](=[N:22][NH:21][C:20]([O:19][C:15]([CH3:18])([CH3:17])[CH3:16])=[O:23])[CH2:10][CH2:9]1)=[O:7])([CH3:4])([CH3:3])[CH3:2]. (3) Given the reactants [Cl:1][CH2:2][CH2:3][CH2:4][O:5][C:6]1[CH:15]=[C:14]2[C:9]([C:10]([NH:18][C:19]3[CH:24]=[CH:23][C:22]([C:25]#[C:26][CH2:27][O:28][CH3:29])=[C:21]4[O:30][CH2:31][O:32][C:20]=34)=[C:11]([C:16]#[N:17])[CH:12]=[N:13]2)=[CH:8][C:7]=1[O:33][CH3:34].FC(F)(F)C(O)=O.[F:42][CH2:43][CH2:44][N:45]1[CH2:50][CH2:49][NH:48][CH2:47][CH2:46]1.C(N(C(C)C)CC)(C)C.[I-].[Na+].[ClH:62], predict the reaction product. The product is: [ClH:1].[ClH:62].[C:16]([C:11]1[CH:12]=[N:13][C:14]2[C:9]([C:10]=1[NH:18][C:19]1[CH:24]=[CH:23][C:22]([C:25]#[C:26][CH2:27][O:28][CH3:29])=[C:21]3[O:30][CH2:31][O:32][C:20]=13)=[CH:8][C:7]([O:33][CH3:34])=[C:6]([O:5][CH2:4][CH2:3][CH2:2][N:48]1[CH2:49][CH2:50][N:45]([CH2:44][CH2:43][F:42])[CH2:46][CH2:47]1)[CH:15]=2)#[N:17]. (4) Given the reactants [CH2:1]([O:8][C:9]([NH:11][C@H:12]([C:27]([OH:29])=O)[CH2:13][CH2:14][CH2:15][NH:16][C:17]([O:19][CH2:20][C:21]1[CH:26]=[CH:25][CH:24]=[CH:23][CH:22]=1)=[O:18])=[O:10])[C:2]1[CH:7]=[CH:6][CH:5]=[CH:4][CH:3]=1.[C:30]([O:34][C:35](=[O:42])[NH:36][CH2:37][CH:38]([OH:41])[CH2:39][NH2:40])([CH3:33])([CH3:32])[CH3:31].C(Cl)CCl.C1C=CC2N(O)N=NC=2C=1, predict the reaction product. The product is: [CH2:20]([O:19][C:17]([NH:16][CH2:15][CH2:14][CH2:13][C@H:12]([NH:11][C:9](=[O:10])[O:8][CH2:1][C:2]1[CH:3]=[CH:4][CH:5]=[CH:6][CH:7]=1)[C:27]([NH:40][CH2:39][CH:38]([OH:41])[CH2:37][NH:36][C:35]([O:34][C:30]([CH3:32])([CH3:31])[CH3:33])=[O:42])=[O:29])=[O:18])[C:21]1[CH:22]=[CH:23][CH:24]=[CH:25][CH:26]=1. (5) Given the reactants [Li+].CC([N-]C(C)C)C.[Br:9][C:10]1[CH:15]=[CH:14][CH:13]=[CH:12][C:11]=1[Br:16].Cl[Si:18]([CH3:21])([CH3:20])[CH3:19].Cl, predict the reaction product. The product is: [Br:9][C:10]1[C:11]([Br:16])=[C:12]([Si:18]([CH3:21])([CH3:20])[CH3:19])[CH:13]=[CH:14][C:15]=1[Si:18]([CH3:21])([CH3:20])[CH3:19]. (6) The product is: [CH2:1]([O:3][C:4](=[O:45])[CH:5]([C:23]1[N:24]([CH3:47])[C:25]2[C:30]([C:31]=1[S:32][C:33]([CH3:36])([CH3:35])[CH3:34])=[CH:29][C:28]([S:37][CH2:38][C:39]1[CH:44]=[CH:43][CH:42]=[CH:41][N:40]=1)=[CH:27][CH:26]=2)[CH2:6][C:7]1[CH:12]=[CH:11][C:10]([C:13]2[CH:18]=[CH:17][C:16]([C:19]([F:20])([F:21])[F:22])=[CH:15][N:14]=2)=[CH:9][CH:8]=1)[CH3:2]. Given the reactants [CH2:1]([O:3][C:4](=[O:45])[CH:5]([C:23]1[NH:24][C:25]2[C:30]([C:31]=1[S:32][C:33]([CH3:36])([CH3:35])[CH3:34])=[CH:29][C:28]([S:37][CH2:38][C:39]1[CH:44]=[CH:43][CH:42]=[CH:41][N:40]=1)=[CH:27][CH:26]=2)[CH2:6][C:7]1[CH:12]=[CH:11][C:10]([C:13]2[CH:18]=[CH:17][C:16]([C:19]([F:22])([F:21])[F:20])=[CH:15][N:14]=2)=[CH:9][CH:8]=1)[CH3:2].I[CH3:47], predict the reaction product. (7) Given the reactants [Cl:1][C:2]1[CH:7]=[C:6]([C:8]([F:11])([F:10])[F:9])[CH:5]=[CH:4][C:3]=1[C:12]1[CH:17]=[CH:16][N:15]=[C:14]([NH:18][CH:19]([CH:22]2[CH2:24][CH2:23]2)[CH2:20][CH3:21])[C:13]=1[N+:25]([O-])=O.[O-]S(S([O-])=O)=O.[Na+].[Na+], predict the reaction product. The product is: [Cl:1][C:2]1[CH:7]=[C:6]([C:8]([F:9])([F:11])[F:10])[CH:5]=[CH:4][C:3]=1[C:12]1[CH:17]=[CH:16][N:15]=[C:14]([NH:18][CH:19]([CH:22]2[CH2:24][CH2:23]2)[CH2:20][CH3:21])[C:13]=1[NH2:25]. (8) The product is: [Br:35][C:32]1[CH:33]=[CH:34][C:29]([NH:28][C:26]([C:25]2[CH:24]=[C:23]([NH:22][C:3]([CH:5]3[C:13]4[C:8](=[CH:9][CH:10]=[C:11]([C:14](=[O:18])[CH3:19])[CH:12]=4)[N:7]([CH3:20])[C:6]3=[O:21])=[O:4])[CH:38]=[CH:37][CH:36]=2)=[O:27])=[CH:30][CH:31]=1. Given the reactants CO[C:3]([CH:5]1[C:13]2[C:8](=[CH:9][CH:10]=[C:11]([C:14]3([CH3:19])[O:18]CCO3)[CH:12]=2)[N:7]([CH3:20])[C:6]1=[O:21])=[O:4].[NH2:22][C:23]1[CH:24]=[C:25]([CH:36]=[CH:37][CH:38]=1)[C:26]([NH:28][C:29]1[CH:34]=[CH:33][C:32]([Br:35])=[CH:31][CH:30]=1)=[O:27], predict the reaction product. (9) Given the reactants [C:1]([N:8]1[CH2:13][CH2:12][NH:11][CH2:10][CH2:9]1)([O:3][C:4]([CH3:7])([CH3:6])[CH3:5])=[O:2].CCN(C(C)C)C(C)C.[Cl:23][CH2:24][C:25](O[C:25](=[O:26])[CH2:24][Cl:23])=[O:26].Cl, predict the reaction product. The product is: [C:1]([N:8]1[CH2:9][CH2:10][N:11]([C:25](=[O:26])[CH2:24][Cl:23])[CH2:12][CH2:13]1)([O:3][C:4]([CH3:7])([CH3:6])[CH3:5])=[O:2]. (10) Given the reactants [CH2:1]([O:8][C:9]1[CH:14]=[CH:13][CH:12]=[CH:11][C:10]=1[C:15]([C:17]1[CH:22]=[CH:21][CH:20]=[C:19]([C:23]2[CH:28]=[CH:27][CH:26]=[CH:25][CH:24]=2)[N:18]=1)=[CH2:16])[C:2]1[CH:7]=[CH:6][CH:5]=[CH:4][CH:3]=1.[H][H], predict the reaction product. The product is: [CH2:1]([O:8][C:9]1[CH:14]=[CH:13][CH:12]=[CH:11][C:10]=1[CH:15]([C:17]1[CH:22]=[CH:21][CH:20]=[C:19]([C:23]2[CH:28]=[CH:27][CH:26]=[CH:25][CH:24]=2)[N:18]=1)[CH3:16])[C:2]1[CH:3]=[CH:4][CH:5]=[CH:6][CH:7]=1.